Task: Predict the reactants needed to synthesize the given product.. Dataset: Full USPTO retrosynthesis dataset with 1.9M reactions from patents (1976-2016) Given the product [CH:1]1([C:4]2[S:22][C:7]3[N:8]([CH2:24][C:25]4[CH:26]=[CH:27][C:28]([C:31]5[CH:36]=[CH:35][CH:34]=[CH:33][C:32]=5[C:37]5[NH:38][C:46](=[O:49])[O:47][N:41]=5)=[CH:29][CH:30]=4)[C:9](=[O:21])[N:10]([CH2:13][CH2:14][C:25]4[CH:30]=[CH:29][CH:28]=[CH:27][CH:26]=4)[C:11](=[O:12])[C:6]=3[CH:5]=2)[CH2:2][CH2:3]1, predict the reactants needed to synthesize it. The reactants are: [CH:1]1([C:4]2[S:22][C:7]3[NH:8][C:9](=[O:21])[N:10]([CH2:13][CH2:14]N4CCOCC4)[C:11](=[O:12])[C:6]=3[CH:5]=2)[CH2:3][CH2:2]1.Br[CH2:24][C:25]1[CH:30]=[CH:29][C:28]([C:31]2[CH:36]=[CH:35][CH:34]=[CH:33][C:32]=2[C:37]2[N:41]=C(C(Cl)(Cl)Cl)O[N:38]=2)=[CH:27][CH:26]=1.[C:46](=[O:49])([O-])[O-:47].[K+].[K+].